Dataset: Catalyst prediction with 721,799 reactions and 888 catalyst types from USPTO. Task: Predict which catalyst facilitates the given reaction. (1) Reactant: S(O)(=O)(=[O:3])C.[N:6]1[CH:11]=[CH:10][CH:9]=[N:8][CH:7]=1.FC1C=CC([CH2:17][NH2:18])=CC=1. Product: [N:6]1[CH:11]=[CH:10][CH:9]=[N:8][C:7]=1[C:17]([NH2:18])=[O:3]. The catalyst class is: 14. (2) Reactant: [Br:1][C:2]1[C:3]([F:12])=[C:4]2[C:10]([NH2:11])=[CH:9][NH:8][C:5]2=[N:6][CH:7]=1.[CH3:13][N:14]1[CH:18]=[CH:17][C:16]([C:19](O)=[O:20])=[N:15]1.C1N(P(Cl)(N2C(=O)OCC2)=O)C(=O)OC1.[Li+].[OH-]. Product: [Br:1][C:2]1[C:3]([F:12])=[C:4]2[C:10]([NH:11][C:19]([C:16]3[CH:17]=[CH:18][N:14]([CH3:13])[N:15]=3)=[O:20])=[CH:9][NH:8][C:5]2=[N:6][CH:7]=1. The catalyst class is: 34. (3) Reactant: [Br:1][C:2]1[CH:11]=[C:10]2[C:5]([NH:6][C:7](=[O:12])[CH:8]=[N:9]2)=[CH:4][CH:3]=1.Cl[C:14]([O:16][CH:17]([CH3:19])[CH3:18])=[O:15].C1(C)C=CC=CC=1. Product: [Br:1][C:2]1[CH:11]=[C:10]2[C:5]([NH:6][C:7](=[O:12])[CH2:8][N:9]2[C:14]([O:16][CH:17]([CH3:19])[CH3:18])=[O:15])=[CH:4][CH:3]=1. The catalyst class is: 17. (4) Reactant: [Br:1][C:2]1[N:3]=[C:4]([CH2:7][NH:8][CH:9]2[CH2:11][CH2:10]2)[S:5][CH:6]=1.C(N(CC)CC)C.[C:19](Cl)(=[O:21])[CH3:20].C(=O)([O-])O.[Na+]. Product: [Br:1][C:2]1[N:3]=[C:4]([CH2:7][N:8]([CH:9]2[CH2:10][CH2:11]2)[C:19](=[O:21])[CH3:20])[S:5][CH:6]=1. The catalyst class is: 12. (5) Reactant: CCN=C=NCCCN(C)C.Cl.C1C=CC2N(O)N=NC=2C=1.O.[CH3:24][O:25][C:26]([C:28]1[CH:29]=[C:30]([CH:34]=[CH:35][CH:36]=1)[C:31]([OH:33])=O)=[O:27].[NH2:37][C@@H:38]([CH2:53][C:54]1[CH:59]=[CH:58][CH:57]=[CH:56][CH:55]=1)[C@H:39]([OH:52])[CH2:40][NH:41][CH2:42][C:43]1[CH:44]=[N:45][CH:46]=[C:47]([CH:49]([CH3:51])[CH3:50])[CH:48]=1.CCN(C(C)C)C(C)C.O1C2C=CC=CC=2C=C1CNC(=O)OC(C)(C)C. Product: [OH:52][C@H:39]([CH2:40][NH:41][CH2:42][C:43]1[CH:44]=[N:45][CH:46]=[C:47]([CH:49]([CH3:51])[CH3:50])[CH:48]=1)[C@@H:38]([NH:37][C:31]([C:30]1[CH:29]=[C:28]([CH:36]=[CH:35][CH:34]=1)[C:26]([O:25][CH3:24])=[O:27])=[O:33])[CH2:53][C:54]1[CH:55]=[CH:56][CH:57]=[CH:58][CH:59]=1. The catalyst class is: 2. (6) Product: [CH2:20]([O:19][C:12]([C:2]1[N:1]=[CH:31][N:4]([C:5]2[N:22]=[CH:25][C:26]3[C:7]([CH:6]=2)=[CH:8][CH:9]=[CH:10][CH:11]=3)[CH:3]=1)=[O:16])[CH3:21]. The catalyst class is: 292. Reactant: [NH2:1][C:2]1[CH:3]=[N:4][C:5]2[C:10]([CH:11]=1)=[CH:9][CH:8]=[CH:7][CH:6]=2.[CH:12]([O:19][CH2:20][CH3:21])([O:16]CC)OCC.[N+:22]([CH2:25][C:26](OCC)=O)([O-])=O.[C:31](O)(=O)C. (7) Reactant: [C:1]([C:4]1[CH:9]=[CH:8][C:7]([Cl:10])=[CH:6][C:5]=1[NH:11][C:12](=O)[C:13]([O:15][CH2:16][CH3:17])=[O:14])(=[O:3])[NH2:2].C[Si](Cl)(C)C. Product: [Cl:10][C:7]1[CH:6]=[C:5]2[C:4]([C:1]([OH:3])=[N:2][C:12]([C:13]([O:15][CH2:16][CH3:17])=[O:14])=[N:11]2)=[CH:9][CH:8]=1. The catalyst class is: 26.